Dataset: Reaction yield outcomes from USPTO patents with 853,638 reactions. Task: Predict the reaction yield, written as a fraction of the theoretical maximum amount of product (1.0 means a 100% yield; for example, 0.34 means a 34% yield). (1) The reactants are [F:1][C:2]([F:17])([F:16])[C:3]1[CH:4]=[C:5]([CH:9]=[C:10]([C:12]([F:15])([F:14])[F:13])[CH:11]=1)[C:6]([OH:8])=O.C(Cl)(=O)C(Cl)=O.O1CCCC1.[NH2:29][C:30]1[CH:31]=[C:32]([CH:49]=[CH:50][CH:51]=1)[O:33][C:34]1[CH:35]=[CH:36][C:37]2[N:38]([CH:40]=[C:41]([NH:43][C:44]([CH:46]3[CH2:48][CH2:47]3)=[O:45])[N:42]=2)[N:39]=1. The catalyst is CN(C)C=O.CN1CCCC1=O. The product is [CH:46]1([C:44]([NH:43][C:41]2[N:42]=[C:37]3[CH:36]=[CH:35][C:34]([O:33][C:32]4[CH:31]=[C:30]([NH:29][C:6](=[O:8])[C:5]5[CH:9]=[C:10]([C:12]([F:15])([F:14])[F:13])[CH:11]=[C:3]([C:2]([F:1])([F:17])[F:16])[CH:4]=5)[CH:51]=[CH:50][CH:49]=4)=[N:39][N:38]3[CH:40]=2)=[O:45])[CH2:47][CH2:48]1. The yield is 0.310. (2) The reactants are [F:1][C:2]([F:43])([F:42])[C@H:3]([N:29]1[CH2:33][CH2:32][C@H:31]([NH:34][C:35](=[O:41])[O:36][C:37]([CH3:40])([CH3:39])[CH3:38])[CH2:30]1)[C:4]1[CH:5]=[N:6][C:7]([NH:10]/[N:11]=[CH:12]/[C:13]2[CH:22]=[CH:21][C:20]3[C:15](=[C:16]([CH3:28])[C:17]([O:23][CH2:24][CH2:25][O:26][CH3:27])=[CH:18][CH:19]=3)[N:14]=2)=[CH:8][CH:9]=1.C(O)(=O)C.C(O)(=O)C.I(C1C=CC=CC=1)=O. The catalyst is C(Cl)Cl. The product is [F:43][C:2]([F:42])([F:1])[C@H:3]([N:29]1[CH2:33][CH2:32][C@H:31]([NH:34][C:35](=[O:41])[O:36][C:37]([CH3:40])([CH3:38])[CH3:39])[CH2:30]1)[C:4]1[CH:9]=[CH:8][C:7]2[N:6]([C:12]([C:13]3[CH:22]=[CH:21][C:20]4[C:15](=[C:16]([CH3:28])[C:17]([O:23][CH2:24][CH2:25][O:26][CH3:27])=[CH:18][CH:19]=4)[N:14]=3)=[N:11][N:10]=2)[CH:5]=1. The yield is 0.594. (3) The reactants are [S:1]1[C:5]2[CH:6]=[CH:7][CH:8]=[CH:9][C:4]=2[N:3]=[C:2]1[S:10][CH2:11][C:12]([OH:14])=O.[F:15][C:16]1[CH:24]=[C:23]2[C:19]([CH2:20][CH2:21][NH:22]2)=[CH:18][CH:17]=1. No catalyst specified. The product is [S:1]1[C:5]2[CH:6]=[CH:7][CH:8]=[CH:9][C:4]=2[N:3]=[C:2]1[S:10][CH2:11][C:12]([N:22]1[C:23]2[C:19](=[CH:18][CH:17]=[C:16]([F:15])[CH:24]=2)[CH2:20][CH2:21]1)=[O:14]. The yield is 0.700. (4) The reactants are Cl[CH2:2][C:3](Cl)=[O:4].[N+:6]([C:9]1[CH:19]=[CH:18][C:12]2[NH:13][CH2:14][CH2:15][CH2:16][O:17][C:11]=2[CH:10]=1)([O-:8])=[O:7].[CH2:20]([N:22](CC)[CH2:23][CH3:24])[CH3:21].N1CCCC1. The catalyst is CN(C)C1C=CN=CC=1.C(#N)C.C(Cl)Cl.O. The product is [N+:6]([C:9]1[CH:19]=[CH:18][C:12]2[N:13]([C:3](=[O:4])[CH2:2][N:22]3[CH2:23][CH2:24][CH2:21][CH2:20]3)[CH2:14][CH2:15][CH2:16][O:17][C:11]=2[CH:10]=1)([O-:8])=[O:7]. The yield is 0.740.